Dataset: Forward reaction prediction with 1.9M reactions from USPTO patents (1976-2016). Task: Predict the product of the given reaction. (1) Given the reactants [CH2:1]([O:3][C:4]([C:6]1[S:10][C:9](Br)=[N:8][C:7]=1[CH2:12][N:13]([CH2:20][C:21]1[CH:26]=[CH:25][C:24]([O:27][CH3:28])=[CH:23][C:22]=1[O:29][CH3:30])[CH2:14][C:15]([O:17][CH2:18][CH3:19])=[O:16])=[O:5])[CH3:2].[Cl:31][C:32]1[CH:37]=[CH:36][C:35](B(O)O)=[CH:34][N:33]=1, predict the reaction product. The product is: [CH2:1]([O:3][C:4]([C:6]1[S:10][C:9]([C:35]2[CH:34]=[N:33][C:32]([Cl:31])=[CH:37][CH:36]=2)=[N:8][C:7]=1[CH2:12][N:13]([CH2:20][C:21]1[CH:26]=[CH:25][C:24]([O:27][CH3:28])=[CH:23][C:22]=1[O:29][CH3:30])[CH2:14][C:15]([O:17][CH2:18][CH3:19])=[O:16])=[O:5])[CH3:2]. (2) Given the reactants [Br:1][C:2]1[CH:7]=[CH:6][C:5]([CH:8]([OH:29])[CH:9]([CH2:15][C:16]2[CH:21]=[CH:20][CH:19]=[C:18]([O:22][C:23]([F:28])([F:27])[CH:24]([F:26])[F:25])[CH:17]=2)[C:10]([O:12]CC)=[O:11])=[CH:4][CH:3]=1.[OH-].[Na+].Cl, predict the reaction product. The product is: [Br:1][C:2]1[CH:7]=[CH:6][C:5]([CH:8]([OH:29])[CH:9]([CH2:15][C:16]2[CH:21]=[CH:20][CH:19]=[C:18]([O:22][C:23]([F:28])([F:27])[CH:24]([F:26])[F:25])[CH:17]=2)[C:10]([OH:12])=[O:11])=[CH:4][CH:3]=1.